Dataset: Human liver microsome stability data. Task: Regression/Classification. Given a drug SMILES string, predict its absorption, distribution, metabolism, or excretion properties. Task type varies by dataset: regression for continuous measurements (e.g., permeability, clearance, half-life) or binary classification for categorical outcomes (e.g., BBB penetration, CYP inhibition). Dataset: hlm. (1) The molecule is CS(=O)(=O)Nc1ccc2c(c1)S(=O)(=O)NC(c1c(O)c(-c3cccs3)nn(Cc3ccccn3)c1=O)=N2. The result is 0 (unstable in human liver microsomes). (2) The molecule is CC(C)[C@H]1C(O)=C(C2=NS(=O)(=O)c3c(OCC#N)cccc32)C(=O)N1Cc1ccccc1. The result is 0 (unstable in human liver microsomes). (3) The molecule is CC[C@H]1OC(=O)[C@H](C)[C@@H](O[C@H]2C[C@@](C)(OC)[C@@H](O)[C@H](C)O2)[C@H](C)[C@@H](O[C@@H]2O[C@H](C)C[C@H](N(C)C)[C@H]2O)[C@](C)(O)C[C@@H](C)CN(CCNC(=O)Nc2ccc3ccccc3c2)[C@H](C)[C@@H](O)[C@]1(C)O. The result is 0 (unstable in human liver microsomes). (4) The compound is O=C1Nc2ccccc2[C@]12C[C@H]2c1ccc2c(C=Cc3ccc(CN4CC[C@@H](F)C4)cc3)[nH]nc2c1. The result is 0 (unstable in human liver microsomes). (5) The compound is C[C@@H]1CN(C(=O)c2ccccc2)CCN1C(=O)C(=O)c1c[nH]c2ccncc12. The result is 0 (unstable in human liver microsomes).